Dataset: Peptide-MHC class II binding affinity with 134,281 pairs from IEDB. Task: Regression. Given a peptide amino acid sequence and an MHC pseudo amino acid sequence, predict their binding affinity value. This is MHC class II binding data. (1) The peptide sequence is PELVPEDPEDSA. The MHC is DRB1_0701 with pseudo-sequence DRB1_0701. The binding affinity (normalized) is 0. (2) The peptide sequence is EVWNRVWITNNPHMQ. The MHC is DRB3_0101 with pseudo-sequence DRB3_0101. The binding affinity (normalized) is 0.413. (3) The peptide sequence is GLCAFLATRIFGRRS. The MHC is HLA-DQA10201-DQB10402 with pseudo-sequence HLA-DQA10201-DQB10402. The binding affinity (normalized) is 0.689. (4) The peptide sequence is AAIHEMFVNTLQMSS. The MHC is HLA-DQA10201-DQB10202 with pseudo-sequence HLA-DQA10201-DQB10202. The binding affinity (normalized) is 0.433. (5) The peptide sequence is NHIPGYKVQTNGPWM. The MHC is DRB1_0801 with pseudo-sequence DRB1_0801. The binding affinity (normalized) is 0.413. (6) The peptide sequence is RELWWVFYAAD. The MHC is HLA-DQA10102-DQB10602 with pseudo-sequence HLA-DQA10102-DQB10602. The binding affinity (normalized) is 0.405. (7) The peptide sequence is PQVKYAVFEAALTKA. The MHC is DRB4_0101 with pseudo-sequence DRB4_0103. The binding affinity (normalized) is 0.559. (8) The peptide sequence is YLGYVIRDLAAMDGG. The MHC is DRB1_0801 with pseudo-sequence DRB1_0801. The binding affinity (normalized) is 0.522. (9) The peptide sequence is MYKECEWPLTHTIGT. The MHC is HLA-DQA10201-DQB10402 with pseudo-sequence HLA-DQA10201-DQB10402. The binding affinity (normalized) is 0.404. (10) The peptide sequence is KSAFQSCISSGFIGL. The MHC is DRB1_0101 with pseudo-sequence DRB1_0101. The binding affinity (normalized) is 0.519.